This data is from Peptide-MHC class II binding affinity with 134,281 pairs from IEDB. The task is: Regression. Given a peptide amino acid sequence and an MHC pseudo amino acid sequence, predict their binding affinity value. This is MHC class II binding data. (1) The peptide sequence is GMNPSHCNEMSWIQS. The MHC is HLA-DPA10201-DPB10101 with pseudo-sequence HLA-DPA10201-DPB10101. The binding affinity (normalized) is 0. (2) The peptide sequence is DITVKNCVLKKSTNG. The MHC is HLA-DQA10501-DQB10301 with pseudo-sequence HLA-DQA10501-DQB10301. The binding affinity (normalized) is 0.218. (3) The peptide sequence is DQEVPEKPDSVTPMIL. The MHC is DRB1_1301 with pseudo-sequence DRB1_1301. The binding affinity (normalized) is 0. (4) The peptide sequence is PDEYVEQVAQYKALP. The MHC is DRB1_0701 with pseudo-sequence DRB1_0701. The binding affinity (normalized) is 0.395. (5) The MHC is DRB1_0101 with pseudo-sequence DRB1_0101. The peptide sequence is KLGINYLIDTTSRELKLF. The binding affinity (normalized) is 0.174. (6) The peptide sequence is AVMLTFDNAGMWNVR. The MHC is HLA-DQA10102-DQB10602 with pseudo-sequence HLA-DQA10102-DQB10602. The binding affinity (normalized) is 0.371. (7) The peptide sequence is GATDVDGMAWFTPVG. The MHC is HLA-DQA10501-DQB10301 with pseudo-sequence HLA-DQA10501-DQB10301. The binding affinity (normalized) is 0.194.